This data is from Forward reaction prediction with 1.9M reactions from USPTO patents (1976-2016). The task is: Predict the product of the given reaction. (1) Given the reactants C(OC([N:8]1[CH2:13][CH2:12][C:11]2([CH2:18][CH2:17][N:16]([C:19]3[CH:24]=[CH:23][C:22]([F:25])=[C:21]([Cl:26])[CH:20]=3)[CH2:15][CH2:14]2)[CH2:10][CH2:9]1)=O)(C)(C)C.[C:27]([OH:34])(=[O:33])/[CH:28]=[CH:29]/[C:30]([OH:32])=[O:31], predict the reaction product. The product is: [C:27]([OH:34])(=[O:33])/[CH:28]=[CH:29]/[C:30]([OH:32])=[O:31].[Cl:26][C:21]1[CH:20]=[C:19]([N:16]2[CH2:15][CH2:14][C:11]3([CH2:12][CH2:13][NH:8][CH2:9][CH2:10]3)[CH2:18][CH2:17]2)[CH:24]=[CH:23][C:22]=1[F:25]. (2) Given the reactants [NH2:1][C@H:2]([C:5]1[CH:10]=[CH:9][CH:8]=[CH:7][CH:6]=1)[CH2:3][OH:4].[Si:11]([O:18][C@H:19]([CH2:23][CH:24]=[CH2:25])[C:20](O)=[O:21])([C:14]([CH3:17])([CH3:16])[CH3:15])([CH3:13])[CH3:12], predict the reaction product. The product is: [Si:11]([O:18][C@H:19]([CH2:23][CH:24]=[CH2:25])[C:20]([NH:1][C@H:2]([C:5]1[CH:10]=[CH:9][CH:8]=[CH:7][CH:6]=1)[CH2:3][OH:4])=[O:21])([C:14]([CH3:17])([CH3:16])[CH3:15])([CH3:12])[CH3:13].